Dataset: Full USPTO retrosynthesis dataset with 1.9M reactions from patents (1976-2016). Task: Predict the reactants needed to synthesize the given product. (1) Given the product [Br:1][C:2]1[C:10]2[NH:9][N:8]=[CH:7][C:6]=2[C:5]2[CH2:11][N:12]([CH2:21][CH:22]3[CH2:24][CH2:23]3)[C:13](=[O:20])[C@H:14]([CH2:16][C:17]([N:41]3[CH2:42][CH2:43][CH:38]([C:33]4[C:34](=[O:37])[NH:35][C:36]5[C:31]([CH:32]=4)=[CH:30][CH:29]=[CH:28][C:27]=5[F:26])[CH2:39][CH2:40]3)=[O:19])[CH2:15][C:4]=2[CH:3]=1, predict the reactants needed to synthesize it. The reactants are: [Br:1][C:2]1[C:10]2[NH:9][N:8]=[CH:7][C:6]=2[C:5]2[CH2:11][N:12]([CH2:21][CH:22]3[CH2:24][CH2:23]3)[C:13](=[O:20])[C@H:14]([CH2:16][C:17]([OH:19])=O)[CH2:15][C:4]=2[CH:3]=1.Cl.[F:26][C:27]1[CH:28]=[CH:29][CH:30]=[C:31]2[C:36]=1[NH:35][C:34](=[O:37])[C:33]([CH:38]1[CH2:43][CH2:42][NH:41][CH2:40][CH2:39]1)=[CH:32]2.ClC1C2NN=CC=2C2CN(CC(C)(C)C)C(=O)[C@@H](CC(=O)N3CCC(N4CC5C(=CC=CC=5)NC4=O)CC3)CC=2C=1. (2) Given the product [Br:3][C:4]1[C:12]2[C:7](=[N:8][CH:9]=[C:10]([C:13]3[CH:14]=[C:15]([CH:20]=[CH:21][C:22]=3[CH3:23])[C:16]([OH:18])=[O:17])[CH:11]=2)[O:6][C:5]=1[C:24]1[CH:25]=[CH:26][C:27]([F:30])=[CH:28][CH:29]=1, predict the reactants needed to synthesize it. The reactants are: [OH-].[Na+].[Br:3][C:4]1[C:12]2[C:7](=[N:8][CH:9]=[C:10]([C:13]3[CH:14]=[C:15]([CH:20]=[CH:21][C:22]=3[CH3:23])[C:16]([O:18]C)=[O:17])[CH:11]=2)[O:6][C:5]=1[C:24]1[CH:29]=[CH:28][C:27]([F:30])=[CH:26][CH:25]=1.